This data is from Full USPTO retrosynthesis dataset with 1.9M reactions from patents (1976-2016). The task is: Predict the reactants needed to synthesize the given product. (1) Given the product [C:1]([CH2:3][CH2:4][CH:5]1[CH2:10][CH2:9][N:8]([C:11]([O:13][C:14]([CH3:17])([CH3:16])[CH3:15])=[O:12])[CH2:7][CH2:6]1)#[N:2], predict the reactants needed to synthesize it. The reactants are: [C:1](/[CH:3]=[CH:4]/[CH:5]1[CH2:10][CH2:9][N:8]([C:11]([O:13][C:14]([CH3:17])([CH3:16])[CH3:15])=[O:12])[CH2:7][CH2:6]1)#[N:2].C(/C=C\C1CCN(C(OC(C)(C)C)=O)CC1)#N. (2) Given the product [F:31][C:2]([F:1])([F:30])[C:3]([N:5]([C@@H:6]1[CH2:8][C@H:7]1[C:9]1[CH:14]=[CH:13][CH:12]=[CH:11][CH:10]=1)[CH2:15][CH2:16][CH:17]1[CH2:18][CH2:19][NH:20][CH2:21][CH2:22]1)=[O:4], predict the reactants needed to synthesize it. The reactants are: [F:1][C:2]([F:31])([F:30])[C:3]([N:5]([CH2:15][CH2:16][CH:17]1[CH2:22][CH2:21][N:20](C(OC(C)(C)C)=O)[CH2:19][CH2:18]1)[C@@H:6]1[CH2:8][C@H:7]1[C:9]1[CH:14]=[CH:13][CH:12]=[CH:11][CH:10]=1)=[O:4].C(O)(C(F)(F)F)=O. (3) Given the product [CH:1]1([CH2:4][CH2:5][C:6]2[C:7]3[C:31]([CH3:32])([CH3:33])[C:30](=[O:34])[NH:29][C:8]=3[N:9]=[C:10]([C:12]3[C:20]4[C:15](=[N:16][CH:17]=[CH:18][CH:19]=4)[N:14]([CH2:21][C:22]4[CH:27]=[CH:26][CH:25]=[CH:24][C:23]=4[F:28])[N:13]=3)[N:11]=2)[CH2:3][CH2:2]1, predict the reactants needed to synthesize it. The reactants are: [CH:1]1([C:4]#[C:5][C:6]2[C:7]3[C:31]([CH3:33])([CH3:32])[C:30](=[O:34])[NH:29][C:8]=3[N:9]=[C:10]([C:12]3[C:20]4[C:15](=[N:16][CH:17]=[CH:18][CH:19]=4)[N:14]([CH2:21][C:22]4[CH:27]=[CH:26][CH:25]=[CH:24][C:23]=4[F:28])[N:13]=3)[N:11]=2)[CH2:3][CH2:2]1.[H][H]. (4) Given the product [C:1]([O:5][C:6](=[O:20])[NH:7][C:8]1[CH:13]=[C:12]([N:14]2[CH2:17][CH2:16][CH2:15]2)[C:11]([Cl:18])=[CH:10][C:9]=1[NH:19][C:26](=[O:25])[CH2:27][C:28]([C:30]1[CH:35]=[CH:34][N:33]=[C:32]([C:36]#[N:37])[CH:31]=1)=[O:29])([CH3:4])([CH3:2])[CH3:3], predict the reactants needed to synthesize it. The reactants are: [C:1]([O:5][C:6](=[O:20])[NH:7][C:8]1[CH:13]=[C:12]([N:14]2[CH2:17][CH2:16][CH2:15]2)[C:11]([Cl:18])=[CH:10][C:9]=1[NH2:19])([CH3:4])([CH3:3])[CH3:2].C([O:25][C:26](=O)[CH2:27][C:28]([C:30]1[CH:35]=[CH:34][N:33]=[C:32]([C:36]#[N:37])[CH:31]=1)=[O:29])(C)(C)C. (5) Given the product [CH:38]([C:34]1[CH:35]=[CH:36][CH:37]=[C:32]([CH:29]([CH3:31])[CH3:30])[C:33]=1[O:1][CH:2]1[CH2:7][CH2:6][N:5]([CH2:8][C:9]2[CH:10]=[CH:11][C:12]([CH2:13][O:14][C:15]3[CH:16]=[CH:17][C:18]([CH2:21][CH2:22][C:23]([OH:25])=[O:24])=[CH:19][CH:20]=3)=[CH:27][CH:28]=2)[CH2:4][CH2:3]1)([CH3:40])[CH3:39], predict the reactants needed to synthesize it. The reactants are: [OH:1][CH:2]1[CH2:7][CH2:6][N:5]([CH2:8][C:9]2[CH:28]=[CH:27][C:12]([CH2:13][O:14][C:15]3[CH:20]=[CH:19][C:18]([CH2:21][CH2:22][C:23]([O:25]C)=[O:24])=[CH:17][CH:16]=3)=[CH:11][CH:10]=2)[CH2:4][CH2:3]1.[CH:29]([C:32]1[CH:37]=[CH:36][CH:35]=[C:34]([CH:38]([CH3:40])[CH3:39])[C:33]=1O)([CH3:31])[CH3:30].C(P(CCCC)CCCC)CCC.N(C(N1CCCCC1)=O)=NC(N1CCCCC1)=O.[OH-].[Na+].Cl. (6) Given the product [CH:1]1([C:5]([C:7]2[CH:12]=[CH:11][CH:10]=[CH:9][C:8]=2[CH:13]=[O:14])=[CH2:6])[CH2:4][CH2:3][CH2:2]1, predict the reactants needed to synthesize it. The reactants are: [CH:1]1([C:5]([C:7]2[CH:12]=[CH:11][CH:10]=[CH:9][C:8]=2[CH2:13][OH:14])=[CH2:6])[CH2:4][CH2:3][CH2:2]1. (7) Given the product [Cl:23][C:24]1[CH:25]=[C:26]([C:30]2[S:34][C:33]([CH3:35])=[N:32][C:31]=2[C:36]([N:6]2[CH2:5][C@H:4]3[C@H:8]([CH2:9][CH:2]([CH3:1])[CH2:3]3)[C@H:7]2[CH2:10][NH:11][C:12]([C:14]2[N:21]3[C:17]([S:18][CH:19]=[CH:20]3)=[N:16][C:15]=2[CH3:22])=[O:13])=[O:37])[CH:27]=[CH:28][CH:29]=1, predict the reactants needed to synthesize it. The reactants are: [CH3:1][CH:2]1[CH2:9][C@H:8]2[C@H:4]([CH2:5][NH:6][C@@H:7]2[CH2:10][NH:11][C:12]([C:14]2[N:21]3[C:17]([S:18][CH:19]=[CH:20]3)=[N:16][C:15]=2[CH3:22])=[O:13])[CH2:3]1.[Cl:23][C:24]1[CH:25]=[C:26]([C:30]2[S:34][C:33]([CH3:35])=[N:32][C:31]=2[C:36](O)=[O:37])[CH:27]=[CH:28][CH:29]=1.